Dataset: Reaction yield outcomes from USPTO patents with 853,638 reactions. Task: Predict the reaction yield, written as a fraction of the theoretical maximum amount of product (1.0 means a 100% yield; for example, 0.34 means a 34% yield). (1) The reactants are [Br:1][C:2]1[N:7]=[CH:6][C:5]([CH:8]=[O:9])=[CH:4][CH:3]=1.[F:10][C:11]([Si](C)(C)C)([F:13])[F:12].[F-].C([N+](CCCC)(CCCC)CCCC)CCC. The catalyst is O1CCCC1. The product is [Br:1][C:2]1[CH:3]=[CH:4][C:5]([CH:8]([OH:9])[C:11]([F:13])([F:12])[F:10])=[CH:6][N:7]=1. The yield is 0.810. (2) The reactants are [C:1](O[BH-](OC(=O)C)OC(=O)C)(=O)C.[Na+].[N+:15]([C:18]1[CH:19]=[CH:20][C:21]2[O:27][CH2:26][CH2:25][CH2:24][NH:23][C:22]=2[CH:28]=1)([O-:17])=[O:16].C(O)(=O)C.C=O. The catalyst is C(#N)C.O.CCOC(C)=O. The product is [CH3:1][N:23]1[C:22]2[CH:28]=[C:18]([N+:15]([O-:17])=[O:16])[CH:19]=[CH:20][C:21]=2[O:27][CH2:26][CH2:25][CH2:24]1. The yield is 0.890. (3) The reactants are [Cl:1][C:2]1[C:7]([Cl:8])=[CH:6][C:5]([CH:9](Cl)[CH3:10])=[C:4]([O:12][CH3:13])[C:3]=1[CH:14]1[CH2:17][N:16]([C:18]([O:20][C:21]([CH3:24])([CH3:23])[CH3:22])=[O:19])[CH2:15]1.[CH3:25][C:26]1[C:34]2[C:29](=NC=N[C:33]=2[NH2:35])[NH:28][N:27]=1.C(=O)([O-])[O-].[Cs+].[Cs+].[I-].[K+].[CH3:44][N:45](C)[CH:46]=O. The catalyst is C(OCC)(=O)C.O. The product is [NH2:35][C:33]1[C:34]2[C:26]([CH3:25])=[N:27][N:28]([CH:9]([C:5]3[C:4]([O:12][CH3:13])=[C:3]([CH:14]4[CH2:15][N:16]([C:18]([O:20][C:21]([CH3:22])([CH3:24])[CH3:23])=[O:19])[CH2:17]4)[C:2]([Cl:1])=[C:7]([Cl:8])[CH:6]=3)[CH3:10])[C:29]=2[CH:46]=[N:45][CH:44]=1. The yield is 0.750. (4) The reactants are [CH3:1][O:2][C:3]1[CH:8]=[CH:7][C:6]([C:9]2[O:13][C:12]([NH:14][C:15]3[CH:20]=[CH:19][CH:18]=[CH:17][CH:16]=3)=[N:11][C:10]=2[C:21]([O:23]CC)=[O:22])=[CH:5][CH:4]=1.[OH-].[K+]. The catalyst is CO. The product is [CH3:1][O:2][C:3]1[CH:4]=[CH:5][C:6]([C:9]2[O:13][C:12]([NH:14][C:15]3[CH:20]=[CH:19][CH:18]=[CH:17][CH:16]=3)=[N:11][C:10]=2[C:21]([OH:23])=[O:22])=[CH:7][CH:8]=1. The yield is 0.480. (5) The reactants are [C:1]([O:7][CH2:8][CH3:9])(=[O:6])[CH2:2][C:3]([CH3:5])=O.[Cl:10][C:11]1[C:18]([Cl:19])=[CH:17][CH:16]=[CH:15][C:12]=1[CH:13]=O.[NH4+:20].[OH-:21]. The catalyst is CCO.C(Cl)Cl. The product is [Cl:10][C:11]1[C:18]([Cl:19])=[CH:17][CH:16]=[CH:15][C:12]=1[CH:13]1[C:2]([C:1]([O:7][CH2:8][CH3:9])=[O:6])=[C:3]([CH3:5])[NH:20][C:3]([CH3:5])=[C:2]1[C:1]([O:7][CH2:8][CH3:9])=[O:21]. The yield is 0.210.